Predict the product of the given reaction. From a dataset of Forward reaction prediction with 1.9M reactions from USPTO patents (1976-2016). Given the reactants [CH2:1]([C:3]1[C:12]2[C:7](=[CH:8][C:9]([O:15][CH3:16])=[C:10]([O:13][CH3:14])[CH:11]=2)[CH:6]=[C:5]([OH:17])[N:4]=1)[CH3:2].Cl.Cl[CH2:20][C:21]1[CH:22]=[N:23][C:24]2[C:29]([CH:30]=1)=[CH:28][CH:27]=[CH:26][CH:25]=2.Cl.ClCC1C(NCCOC)=NC2C(C=1)=CC(OC)=CC=2.[Li+].[OH-], predict the reaction product. The product is: [CH2:1]([C:3]1[C:12]2[C:7](=[CH:8][C:9]([O:15][CH3:16])=[C:10]([O:13][CH3:14])[CH:11]=2)[C:6]([CH2:20][C:21]2[CH:22]=[N:23][C:24]3[C:29]([CH:30]=2)=[CH:28][CH:27]=[CH:26][CH:25]=3)=[C:5]([OH:17])[N:4]=1)[CH3:2].